Predict the reaction yield, written as a fraction of the theoretical maximum amount of product (1.0 means a 100% yield; for example, 0.34 means a 34% yield). From a dataset of Reaction yield outcomes from USPTO patents with 853,638 reactions. (1) The reactants are [Cl:1][C:2]1[CH:7]=[CH:6][C:5]([N:8]2[CH2:13][CH2:12][N:11]([CH2:14][C:15]3[CH:28]=[C:27]4[C:18]([N:19]5[CH:24]([C:25](=[O:29])[NH:26]4)[CH2:23][NH:22][CH2:21][CH2:20]5)=[N:17][CH:16]=3)[CH2:10][CH2:9]2)=[CH:4][CH:3]=1.[C:30](=O)([O-])[O-].[K+].[K+].CI. The catalyst is CN(C=O)C. The product is [Cl:1][C:2]1[CH:7]=[CH:6][C:5]([N:8]2[CH2:9][CH2:10][N:11]([CH2:14][C:15]3[CH:28]=[C:27]4[C:18]([N:19]5[CH:24]([C:25](=[O:29])[NH:26]4)[CH2:23][N:22]([CH3:30])[CH2:21][CH2:20]5)=[N:17][CH:16]=3)[CH2:12][CH2:13]2)=[CH:4][CH:3]=1. The yield is 0.0320. (2) The reactants are [H-].[Na+].[OH:3][C:4]1[C:5](=[O:36])[N:6]([C:29]2[N:30]=[N:31][C:32]([CH3:35])=[CH:33][CH:34]=2)[CH:7]([C:18]2[CH:23]=[CH:22][C:21]([O:24][C:25]([F:28])([F:27])[F:26])=[CH:20][CH:19]=2)[C:8]=1[C:9](=[O:17])[C:10]1[CH:15]=[CH:14][C:13]([CH3:16])=[CH:12][CH:11]=1.I[CH3:38]. The catalyst is CN(C=O)C.O. The product is [CH3:38][O:3][C:4]1[C:5](=[O:36])[N:6]([C:29]2[N:30]=[N:31][C:32]([CH3:35])=[CH:33][CH:34]=2)[CH:7]([C:18]2[CH:19]=[CH:20][C:21]([O:24][C:25]([F:27])([F:28])[F:26])=[CH:22][CH:23]=2)[C:8]=1[C:9](=[O:17])[C:10]1[CH:15]=[CH:14][C:13]([CH3:16])=[CH:12][CH:11]=1. The yield is 0.0700. (3) The reactants are Cl[C:2]1[NH:3][C:4]([C:12]2[CH:17]=[CH:16][CH:15]=[CH:14][C:13]=2[F:18])=[C:5]([CH3:11])[C:6]=1[C:7]([O:9][CH3:10])=[O:8]. The catalyst is CO.[C].[Pd]. The product is [F:18][C:13]1[CH:14]=[CH:15][CH:16]=[CH:17][C:12]=1[C:4]1[NH:3][CH:2]=[C:6]([C:7]([O:9][CH3:10])=[O:8])[C:5]=1[CH3:11]. The yield is 0.760. (4) The reactants are C([N-]C(C)C)(C)C.[Li+].CCCCCCC.C1COCC1.C(C1C=CC=CC=1)C.[C:29]([O:33][C:34]([CH:36]1[CH2:38][CH2:37]1)=[O:35])([CH3:32])([CH3:31])[CH3:30].[CH2:39]([O:46][C:47]([N:49]1[CH2:54][CH2:53][C:52](=[O:55])[CH2:51][CH2:50]1)=[O:48])[C:40]1[CH:45]=[CH:44][CH:43]=[CH:42][CH:41]=1. The catalyst is C1COCC1. The yield is 0.430. The product is [CH2:39]([O:46][C:47]([N:49]1[CH2:54][CH2:53][C:52]([C:36]2([C:34]([O:33][C:29]([CH3:32])([CH3:31])[CH3:30])=[O:35])[CH2:38][CH2:37]2)([OH:55])[CH2:51][CH2:50]1)=[O:48])[C:40]1[CH:45]=[CH:44][CH:43]=[CH:42][CH:41]=1. (5) The reactants are [C:1]([O:5][C:6](=[O:18])[CH2:7][CH2:8][CH2:9][CH2:10][CH2:11][CH2:12][CH2:13][CH2:14][CH2:15][CH2:16]Br)([CH3:4])([CH3:3])[CH3:2].[N:19]([O-:21])=[O:20].[Na+].C1(C=C(O)C=C(O)C=1)O. The catalyst is CN(C=O)C. The product is [C:1]([O:5][C:6](=[O:18])[CH2:7][CH2:8][CH2:9][CH2:10][CH2:11][CH2:12][CH2:13][CH2:14][CH2:15][CH2:16][N+:19]([O-:21])=[O:20])([CH3:4])([CH3:3])[CH3:2]. The yield is 0.420. (6) The reactants are [F:1][C:2]1[CH:7]=[CH:6][C:5]([N:8]=[C:9]=[S:10])=[CH:4][CH:3]=1.[C:11]([O:15]C)(=O)[CH2:12][SH:13].C(N(CC)CC)C. The catalyst is ClCCl. The product is [F:1][C:2]1[CH:7]=[CH:6][C:5]([N:8]2[C:11](=[O:15])[CH2:12][S:13][C:9]2=[S:10])=[CH:4][CH:3]=1. The yield is 0.730. (7) The catalyst is C1COCC1. The reactants are [NH2:1][CH2:2][C:3]1[N:4]=[C:5]([NH:8][C:9]([NH:11][C:12]2[CH:17]=[CH:16][C:15]([CH3:18])=[CH:14][C:13]=2[C:19]([CH:21]2[CH2:25][CH2:24][CH2:23][CH2:22]2)=[O:20])=[O:10])[S:6][CH:7]=1.[N:26]1([C:31](N)=[NH:32])C=CC=C1.CCN(C(C)C)C(C)C. The product is [CH:21]1([C:19]([C:13]2[CH:14]=[C:15]([CH3:18])[CH:16]=[CH:17][C:12]=2[NH:11][C:9]([NH:8][C:5]2[S:6][CH:7]=[C:3]([CH2:2][NH:1][C:31]([NH2:32])=[NH:26])[N:4]=2)=[O:10])=[O:20])[CH2:25][CH2:24][CH2:23][CH2:22]1. The yield is 0.880.